This data is from Reaction yield outcomes from USPTO patents with 853,638 reactions. The task is: Predict the reaction yield, written as a fraction of the theoretical maximum amount of product (1.0 means a 100% yield; for example, 0.34 means a 34% yield). (1) The reactants are [F:1][C:2]([F:29])([F:28])[C:3]1[CH:27]=[CH:26][C:6]([CH2:7][N:8]2[C:24](=[O:25])[N:11]3[N:12]=[C:13](Cl)[C:14]([C:16]4[CH:21]=[CH:20][C:19]([Cl:22])=[CH:18][CH:17]=4)=[CH:15][C:10]3=[N:9]2)=[CH:5][CH:4]=1.[Cl:30][C:31]1[CH:36]=[CH:35][C:34](B(O)O)=[CH:33][CH:32]=1.C([O-])([O-])=O.[Na+].[Na+]. The catalyst is O.C1(C)C=CC=CC=1.C1C=CC([P]([Pd]([P](C2C=CC=CC=2)(C2C=CC=CC=2)C2C=CC=CC=2)([P](C2C=CC=CC=2)(C2C=CC=CC=2)C2C=CC=CC=2)[P](C2C=CC=CC=2)(C2C=CC=CC=2)C2C=CC=CC=2)(C2C=CC=CC=2)C2C=CC=CC=2)=CC=1. The product is [F:28][C:2]([F:29])([F:1])[C:3]1[CH:27]=[CH:26][C:6]([CH2:7][N:8]2[C:24](=[O:25])[N:11]3[N:12]=[C:13]([C:34]4[CH:35]=[CH:36][C:31]([Cl:30])=[CH:32][CH:33]=4)[C:14]([C:16]4[CH:21]=[CH:20][C:19]([Cl:22])=[CH:18][CH:17]=4)=[CH:15][C:10]3=[N:9]2)=[CH:5][CH:4]=1. The yield is 0.130. (2) The reactants are C([O:3][C:4](=O)[CH2:5][C:6]([C:9]1[N:10]([CH2:21][CH2:22][OH:23])[C:11]2[C:16]([CH:17]=1)=[CH:15][C:14]([N+:18]([O-:20])=[O:19])=[CH:13][CH:12]=2)([CH3:8])[CH3:7])C.CC(C[AlH]CC(C)C)C.O. The catalyst is C1COCC1. The product is [OH:23][CH2:22][CH2:21][N:10]1[C:11]2[C:16](=[CH:15][C:14]([N+:18]([O-:20])=[O:19])=[CH:13][CH:12]=2)[CH:17]=[C:9]1[C:6]([CH3:8])([CH3:7])[CH2:5][CH2:4][OH:3]. The yield is 0.490. (3) The reactants are [CH2:1]([C@H:8]1[CH2:13][N:12]([C:14]2[CH:19]=[CH:18][C:17]([O:20][CH3:21])=[C:16]([O:22][CH:23]3[CH2:27][CH2:26][CH2:25][CH2:24]3)[CH:15]=2)[CH2:11][CH2:10][N:9]1[C:28](=[O:36])[CH2:29][CH2:30][C:31]([O:33]CC)=[O:32])[C:2]1[CH:7]=[CH:6][CH:5]=[CH:4][CH:3]=1.[Li+].[OH-]. The catalyst is C1COCC1.O. The product is [CH2:1]([C@H:8]1[CH2:13][N:12]([C:14]2[CH:19]=[CH:18][C:17]([O:20][CH3:21])=[C:16]([O:22][CH:23]3[CH2:27][CH2:26][CH2:25][CH2:24]3)[CH:15]=2)[CH2:11][CH2:10][N:9]1[C:28](=[O:36])[CH2:29][CH2:30][C:31]([OH:33])=[O:32])[C:2]1[CH:7]=[CH:6][CH:5]=[CH:4][CH:3]=1. The yield is 0.700. (4) The reactants are F[C:2]1[N:9]=[CH:8][CH:7]=[CH:6][C:3]=1[C:4]#[N:5].[CH2:10]([NH2:17])[C:11]1[CH:16]=[CH:15][CH:14]=[CH:13][CH:12]=1. No catalyst specified. The product is [CH2:10]([NH:17][C:2]1[N:9]=[CH:8][CH:7]=[CH:6][C:3]=1[C:4]#[N:5])[C:11]1[CH:16]=[CH:15][CH:14]=[CH:13][CH:12]=1. The yield is 0.660. (5) The reactants are [N+:1]([C:4]1[CH:5]=[C:6]([C:10]2[CH2:14][CH:13]([CH2:15][CH2:16][CH2:17][CH:18]=O)[O:12][N:11]=2)[CH:7]=[CH:8][CH:9]=1)([O-:3])=[O:2].[C:20]1([CH:26]([C:33]2[CH:38]=[CH:37][CH:36]=[CH:35][CH:34]=2)[N:27]2[CH2:32][CH2:31][NH:30][CH2:29][CH2:28]2)[CH:25]=[CH:24][CH:23]=[CH:22][CH:21]=1.[BH-](OC(C)=O)(OC(C)=O)OC(C)=O.[Na+]. The catalyst is C(Cl)Cl. The product is [CH:26]([N:27]1[CH2:32][CH2:31][N:30]([CH2:18][CH2:17][CH2:16][CH2:15][CH:13]2[O:12][N:11]=[C:10]([C:6]3[CH:7]=[CH:8][CH:9]=[C:4]([N+:1]([O-:3])=[O:2])[CH:5]=3)[CH2:14]2)[CH2:29][CH2:28]1)([C:33]1[CH:38]=[CH:37][CH:36]=[CH:35][CH:34]=1)[C:20]1[CH:25]=[CH:24][CH:23]=[CH:22][CH:21]=1. The yield is 0.548. (6) The reactants are [CH3:1][N:2]1[CH:6]=[C:5]([CH2:7][N:8]2[CH2:13][CH2:12][CH:11]([C:14]3[CH:36]=[CH:35][C:17]([C:18]([NH:20][C:21]4[CH:26]=[CH:25][CH:24]=[CH:23][C:22]=4[NH:27]C(=O)OC(C)(C)C)=[O:19])=[CH:16][CH:15]=3)[CH2:10][CH2:9]2)[C:4]([CH3:37])=[N:3]1.Cl.[OH-].[Na+]. The catalyst is O1CCOCC1.O.C(OCC)C. The product is [NH2:27][C:22]1[CH:23]=[CH:24][CH:25]=[CH:26][C:21]=1[NH:20][C:18](=[O:19])[C:17]1[CH:35]=[CH:36][C:14]([CH:11]2[CH2:10][CH2:9][N:8]([CH2:7][C:5]3[C:4]([CH3:37])=[N:3][N:2]([CH3:1])[CH:6]=3)[CH2:13][CH2:12]2)=[CH:15][CH:16]=1. The yield is 0.930. (7) The reactants are [NH2:1][CH2:2][C:3]([NH:5][CH2:6][C:7]([F:10])([F:9])[F:8])=[O:4].[Cl:11][C:12]1[CH:13]=[C:14]([C:19]2([C:36]([F:39])([F:38])[F:37])[O:23][N:22]=[C:21]([C:24]3[S:35][C:27]4=[N:28][CH:29]=[C:30]([C:32](O)=[O:33])[CH:31]=[C:26]4[CH:25]=3)[CH2:20]2)[CH:15]=[C:16]([Cl:18])[CH:17]=1.CN(C(ON1N=NC2C=CC=NC1=2)=[N+](C)C)C.F[P-](F)(F)(F)(F)F.CCN(C(C)C)C(C)C. No catalyst specified. The product is [Cl:18][C:16]1[CH:15]=[C:14]([C:19]2([C:36]([F:38])([F:37])[F:39])[O:23][N:22]=[C:21]([C:24]3[S:35][C:27]4=[N:28][CH:29]=[C:30]([C:32]([NH:1][CH2:2][C:3](=[O:4])[NH:5][CH2:6][C:7]([F:10])([F:9])[F:8])=[O:33])[CH:31]=[C:26]4[CH:25]=3)[CH2:20]2)[CH:13]=[C:12]([Cl:11])[CH:17]=1. The yield is 0.348.